This data is from Catalyst prediction with 721,799 reactions and 888 catalyst types from USPTO. The task is: Predict which catalyst facilitates the given reaction. The catalyst class is: 154. Reactant: [Cl:1][C:2]1[C:10]([CH2:11][O:12][CH2:13][C:14]([F:17])([F:16])[F:15])=[C:9]([S:18]([CH3:21])(=[O:20])=[O:19])[CH:8]=[CH:7][C:3]=1[C:4]([OH:6])=O.[NH2:22][C:23]1[C:24]([C:28]([C:30]2[CH:35]=[CH:34][CH:33]=[CH:32][CH:31]=2)=[O:29])=[N:25][O:26][N:27]=1.C(N(CC)CC)C.C(P1(=O)OP(=O)(CCC)OP(=O)(CCC)O1)CC. Product: [C:28]([C:24]1[C:23]([NH:22][C:4](=[O:6])[C:3]2[CH:7]=[CH:8][C:9]([S:18]([CH3:21])(=[O:20])=[O:19])=[C:10]([CH2:11][O:12][CH2:13][C:14]([F:17])([F:16])[F:15])[C:2]=2[Cl:1])=[N:27][O:26][N:25]=1)(=[O:29])[C:30]1[CH:35]=[CH:34][CH:33]=[CH:32][CH:31]=1.